This data is from NCI-60 drug combinations with 297,098 pairs across 59 cell lines. The task is: Regression. Given two drug SMILES strings and cell line genomic features, predict the synergy score measuring deviation from expected non-interaction effect. (1) Cell line: BT-549. Drug 1: CN1C(=O)N2C=NC(=C2N=N1)C(=O)N. Drug 2: C1=NC2=C(N=C(N=C2N1C3C(C(C(O3)CO)O)F)Cl)N. Synergy scores: CSS=-3.44, Synergy_ZIP=0.781, Synergy_Bliss=1.12, Synergy_Loewe=-6.96, Synergy_HSA=-3.73. (2) Drug 1: CCC1=CC2CC(C3=C(CN(C2)C1)C4=CC=CC=C4N3)(C5=C(C=C6C(=C5)C78CCN9C7C(C=CC9)(C(C(C8N6C)(C(=O)OC)O)OC(=O)C)CC)OC)C(=O)OC.C(C(C(=O)O)O)(C(=O)O)O. Drug 2: C(=O)(N)NO. Cell line: NCI-H522. Synergy scores: CSS=61.6, Synergy_ZIP=10.5, Synergy_Bliss=10.6, Synergy_Loewe=-34.5, Synergy_HSA=12.0. (3) Drug 1: CS(=O)(=O)CCNCC1=CC=C(O1)C2=CC3=C(C=C2)N=CN=C3NC4=CC(=C(C=C4)OCC5=CC(=CC=C5)F)Cl. Drug 2: CCC1=C2CN3C(=CC4=C(C3=O)COC(=O)C4(CC)O)C2=NC5=C1C=C(C=C5)O. Cell line: SW-620. Synergy scores: CSS=49.1, Synergy_ZIP=13.7, Synergy_Bliss=11.8, Synergy_Loewe=-55.3, Synergy_HSA=10.3. (4) Drug 2: CC1=C(C(CCC1)(C)C)C=CC(=CC=CC(=CC(=O)O)C)C. Cell line: LOX IMVI. Synergy scores: CSS=26.8, Synergy_ZIP=-11.4, Synergy_Bliss=-4.60, Synergy_Loewe=-2.39, Synergy_HSA=-1.93. Drug 1: C1=CC(=CC=C1CCCC(=O)O)N(CCCl)CCCl. (5) Cell line: HOP-92. Drug 1: CN(C)N=NC1=C(NC=N1)C(=O)N. Synergy scores: CSS=2.67, Synergy_ZIP=-1.57, Synergy_Bliss=-2.65, Synergy_Loewe=-6.44, Synergy_HSA=-2.17. Drug 2: C1=NNC2=C1C(=O)NC=N2.